From a dataset of Forward reaction prediction with 1.9M reactions from USPTO patents (1976-2016). Predict the product of the given reaction. Given the reactants [F:1][C:2]1[CH:7]=[CH:6][C:5]([OH:8])=[CH:4][CH:3]=1.[CH3:9][C:10]1(O)[CH2:15][CH2:14][CH2:13][CH2:12][CH2:11]1.S(=O)(=O)(O)O, predict the reaction product. The product is: [F:1][C:2]1[CH:7]=[CH:6][C:5]([OH:8])=[C:4]([C:10]2([CH3:9])[CH2:15][CH2:14][CH2:13][CH2:12][CH2:11]2)[CH:3]=1.